From a dataset of Reaction yield outcomes from USPTO patents with 853,638 reactions. Predict the reaction yield, written as a fraction of the theoretical maximum amount of product (1.0 means a 100% yield; for example, 0.34 means a 34% yield). (1) The reactants are [Cl:1][C:2]1[CH:3]=[C:4]2[C:8](=[CH:9][C:10]=1[Cl:11])[N:7]([C@@H:12]1[O:18][C@H:17]([CH2:19][O:20]C(=O)C)[C@@H:15]([OH:16])[C@H:13]1[OH:14])[C:6]([Br:24])=[C:5]2[CH:25]=[O:26].C[O-].[Na+].CO.O. The catalyst is CO. The product is [Cl:1][C:2]1[CH:3]=[C:4]2[C:8](=[CH:9][C:10]=1[Cl:11])[N:7]([C@@H:12]1[O:18][C@H:17]([CH2:19][OH:20])[C@@H:15]([OH:16])[C@H:13]1[OH:14])[C:6]([Br:24])=[C:5]2[CH:25]=[O:26]. The yield is 0.470. (2) The reactants are Br[C:2]1[C:3](=[O:10])[N:4]([CH3:9])[CH:5]=[C:6]([Br:8])[CH:7]=1.[NH2:11][C:12]1[N:17]=[CH:16][C:15]([N:18]2[CH2:22][CH:21]3[CH2:23][N:24]([C:26]([O:28][C:29]([CH3:32])([CH3:31])[CH3:30])=[O:27])[CH2:25][CH:20]3[CH2:19]2)=[CH:14][CH:13]=1. No catalyst specified. The product is [Br:8][C:6]1[CH:7]=[C:2]([NH:11][C:12]2[N:17]=[CH:16][C:15]([N:18]3[CH2:19][CH:20]4[CH2:25][N:24]([C:26]([O:28][C:29]([CH3:32])([CH3:31])[CH3:30])=[O:27])[CH2:23][CH:21]4[CH2:22]3)=[CH:14][CH:13]=2)[C:3](=[O:10])[N:4]([CH3:9])[CH:5]=1. The yield is 0.600. (3) The reactants are COC(C1C=C(O)C2C(=C(OC)C=C(Br)C=2)N=1)=O.C[O:20][C:21]([C:23]1[CH:32]=[C:31]([OH:33])[C:30]2[C:25](=[C:26]([O:41]C)[CH:27]=[C:28]([CH2:34][CH2:35][CH2:36][CH2:37][CH2:38][CH2:39][CH3:40])[CH:29]=2)[N:24]=1)=[O:22]. No catalyst specified. The product is [OH:33][C:31]1[C:30]2[C:25](=[C:26]([OH:41])[CH:27]=[C:28]([CH2:34][CH2:35][CH2:36][CH2:37][CH2:38][CH2:39][CH3:40])[CH:29]=2)[N:24]=[C:23]([C:21]([OH:22])=[O:20])[CH:32]=1. The yield is 0.480. (4) The reactants are [Br:1][C:2]1[S:6][C:5]([S:7](Cl)(=[O:9])=[O:8])=[CH:4][CH:3]=1.[NH2:11][C@H:12]([CH2:17][OH:18])[C@H:13]([CH2:15][CH3:16])[CH3:14].C(N(CC)CC)C.CCOC(C)=O.CCCCCC. The catalyst is C(Cl)Cl. The yield is 0.705. The product is [Br:1][C:2]1[S:6][C:5]([S:7]([NH:11][C@H:12]([CH2:17][OH:18])[C@@H:13]([CH3:14])[CH2:15][CH3:16])(=[O:9])=[O:8])=[CH:4][CH:3]=1. (5) The reactants are [CH:1]1([CH2:4][O:5][C:6]2[CH:11]=[CH:10][C:9]([S:12]([CH3:15])(=[O:14])=[O:13])=[CH:8][C:7]=2B2OC(C)(C)C(C)(C)O2)[CH2:3][CH2:2]1.C([O-])([O-])=O.[K+].[K+].N#N.[CH3:33][N:34]([CH:36]=[O:37])[CH3:35]. The catalyst is C1C=CC(P(C2C=CC=CC=2)[C-]2C=CC=C2)=CC=1.C1C=CC(P(C2C=CC=CC=2)[C-]2C=CC=C2)=CC=1.Cl[Pd]Cl.[Fe+2]. The product is [CH:33]1([N:34]2[CH:35]=[C:3]([C:7]3[CH:8]=[C:9]([S:12]([CH3:15])(=[O:13])=[O:14])[CH:10]=[CH:11][C:6]=3[O:5][CH2:4][CH:1]3[CH2:2][CH2:3]3)[CH:2]=[C:1]([CH3:4])[C:36]2=[O:37])[CH2:11][CH2:6][CH2:7]1. The yield is 0.580. (6) The reactants are C([O:3][C:4]([C:6]1[N:7]=[C:8]([NH:11][C:12](=[O:28])[CH:13]([C:20]2[CH:25]=[CH:24][C:23]([Cl:26])=[C:22]([Cl:27])[CH:21]=2)[CH2:14][CH:15]2[CH2:19][CH2:18][CH2:17][CH2:16]2)[S:9][CH:10]=1)=[O:5])C.[OH-].[Na+]. The catalyst is C(O)C. The product is [CH:15]1([CH2:14][CH:13]([C:20]2[CH:25]=[CH:24][C:23]([Cl:26])=[C:22]([Cl:27])[CH:21]=2)[C:12]([NH:11][C:8]2[S:9][CH:10]=[C:6]([C:4]([OH:5])=[O:3])[N:7]=2)=[O:28])[CH2:19][CH2:18][CH2:17][CH2:16]1. The yield is 0.710. (7) The reactants are [CH3:1][C:2]1[CH:9]=[CH:8][C:7]([CH3:10])=[CH:6][C:3]=1[CH2:4]Cl.[C:11]([OH:16])(CC)(C)C.[C]=[O:18].[OH-].[Na+].Cl. The catalyst is [Cl-].[Cl-].C1(P(C2C=CC=CC=2)C2C=CC=CC=2)C=CC=CC=1.C1(P(C2C=CC=CC=2)C2C=CC=CC=2)C=CC=CC=1.[Pd+2].O.C(N(CC)CC)C. The product is [CH3:1][C:2]1[CH:9]=[CH:8][C:7]([CH3:10])=[CH:6][C:3]=1[CH2:4][C:11]([OH:16])=[O:18]. The yield is 0.872.